From a dataset of Reaction yield outcomes from USPTO patents with 853,638 reactions. Predict the reaction yield, written as a fraction of the theoretical maximum amount of product (1.0 means a 100% yield; for example, 0.34 means a 34% yield). (1) The reactants are Br[C:2]1[CH:3]=[C:4]2[CH:10]=[N:9][N:8]([CH2:11][O:12][CH2:13][CH2:14][Si:15]([CH3:18])([CH3:17])[CH3:16])[C:5]2=[N:6][CH:7]=1.[C:19](=[O:26])([O:21][C:22]([CH3:25])([CH3:24])[CH3:23])[NH2:20].CC1(C)C2C(=C(P(C3C=CC=CC=3)C3C=CC=CC=3)C=CC=2)OC2C(P(C3C=CC=CC=3)C3C=CC=CC=3)=CC=CC1=2.C([O-])([O-])=O.[Cs+].[Cs+]. The catalyst is C1COCC1. The product is [CH3:16][Si:15]([CH3:18])([CH3:17])[CH2:14][CH2:13][O:12][CH2:11][N:8]1[C:5]2=[N:6][CH:7]=[C:2]([NH:20][C:19](=[O:26])[O:21][C:22]([CH3:25])([CH3:24])[CH3:23])[CH:3]=[C:4]2[CH:10]=[N:9]1. The yield is 0.820. (2) The reactants are C([N:8]1[CH2:15][CH2:14][CH2:13][C@@H:9]1[C:10]([OH:12])=O)(OC(C)(C)C)=O.C(N(CC)CC)C.[CH:23]1([NH2:29])[CH2:28][CH2:27][CH2:26][CH2:25][CH2:24]1. The catalyst is CN(C)C=O. The product is [CH:23]1([NH:29][C:10]([CH:9]2[CH2:13][CH2:14][CH2:15][NH:8]2)=[O:12])[CH2:28][CH2:27][CH2:26][CH2:25][CH2:24]1. The yield is 1.00. (3) The reactants are [I:1][C:2]1[CH:9]=[CH:8][C:5]([CH2:6]Cl)=[CH:4][CH:3]=1.[C:10]1(=[O:20])[NH:14][C:13](=[O:15])[C:12]2=[CH:16][CH:17]=[CH:18][CH:19]=[C:11]12.[K]. The catalyst is CN(C=O)C. The product is [I:1][C:2]1[CH:9]=[CH:8][C:5]([CH2:6][N:14]2[C:13](=[O:15])[C:12]3=[CH:16][CH:17]=[CH:18][CH:19]=[C:11]3[C:10]2=[O:20])=[CH:4][CH:3]=1. The yield is 0.750. (4) The reactants are [F:1][C:2]1[CH:7]=[CH:6][C:5]([C@H:8]2[CH2:10][O:9]2)=[CH:4][CH:3]=1.[CH2:11]([NH2:18])[C:12]1[CH:17]=[CH:16][CH:15]=[CH:14][CH:13]=1. No catalyst specified. The product is [CH2:11]([NH:18][CH2:10][C@H:8]([C:5]1[CH:6]=[CH:7][C:2]([F:1])=[CH:3][CH:4]=1)[OH:9])[C:12]1[CH:17]=[CH:16][CH:15]=[CH:14][CH:13]=1. The yield is 0.770. (5) The reactants are [NH2:1][CH:2]([C:7]([OH:9])=[O:8])[CH2:3][CH2:4][CH2:5][CH3:6].S(Cl)([Cl:12])=O.[CH2:14](O)[CH3:15]. No catalyst specified. The product is [ClH:12].[NH2:1][CH:2]([CH2:3][CH2:4][CH2:5][CH3:6])[C:7]([O:9][CH2:14][CH3:15])=[O:8]. The yield is 0.970. (6) The reactants are [CH3:1][C:2]1[C:3](B2OC(C)(C)C(C)(C)O2)=[C:4]([CH:9]=[CH:10][CH:11]=1)[C:5]([O:7][CH3:8])=[O:6].Cl[C:22]1[N:27]=[CH:26][CH:25]=[CH:24][N:23]=1.C([O-])([O-])=O.[Na+].[Na+].O. The product is [CH3:1][C:2]1[C:3]([C:22]2[N:27]=[CH:26][CH:25]=[CH:24][N:23]=2)=[C:4]([CH:9]=[CH:10][CH:11]=1)[C:5]([O:7][CH3:8])=[O:6]. The yield is 0.230. The catalyst is CC1OCCC1. (7) The reactants are [Cl:1][C:2]1[CH:3]=[CH:4][C:5]([C:8](O)=[O:9])=[N:6][CH:7]=1.C(O)C.Cl. The catalyst is O1CCOCC1. The product is [Cl:1][C:2]1[CH:3]=[CH:4][C:5]([CH:8]=[O:9])=[N:6][CH:7]=1. The yield is 0.520.